From a dataset of Forward reaction prediction with 1.9M reactions from USPTO patents (1976-2016). Predict the product of the given reaction. (1) Given the reactants CO[C:3]([CH2:5][C:6]1[O:7][C:8]([CH3:16])=[C:9]([C:11](OCC)=O)[N:10]=1)=[O:4].[OH2:17].[NH2:18][NH2:19].[CH2:20]([OH:22])[CH3:21], predict the reaction product. The product is: [NH:18]([C:3]([CH2:5][C:6]1[O:7][C:8]([C:16]([O:22][CH2:20][CH3:21])=[O:17])=[C:9]([CH3:11])[N:10]=1)=[O:4])[NH2:19]. (2) Given the reactants [S:1]1[C:5]2[CH:6]=[CH:7][CH:8]=[CH:9][C:4]=2[CH:3]=[C:2]1B(O)O.Br[C:14]1[CH:15]=[CH:16][C:17]([C:20]([NH2:22])=[O:21])=[N:18][CH:19]=1.C([O-])([O-])=O.[K+].[K+], predict the reaction product. The product is: [S:1]1[C:5]2[CH:6]=[CH:7][CH:8]=[CH:9][C:4]=2[CH:3]=[C:2]1[C:14]1[CH:15]=[CH:16][C:17]([C:20]([NH2:22])=[O:21])=[N:18][CH:19]=1. (3) Given the reactants [CH3:1][N:2](CC1C2C(=CC=CC=2)C=CC=1C)[C:3](=[O:23])[C:4]1[C:9]([C:10]2[CH:15]=[CH:14][CH:13]=[CH:12][C:11]=2[CH3:16])=[CH:8][C:7]([N:17]2[CH2:22][CH2:21][O:20][CH2:19][CH2:18]2)=[N:6][CH:5]=1.[Cl:36][C:37]1[CH:44]=[CH:43][C:42]([O:45][CH3:46])=[CH:41][C:38]=1[CH2:39]Br, predict the reaction product. The product is: [Cl:36][C:37]1[CH:44]=[CH:43][C:42]([O:45][CH3:46])=[CH:41][C:38]=1[CH2:39][N:2]([CH3:1])[C:3](=[O:23])[C:4]1[C:9]([C:10]2[CH:15]=[CH:14][CH:13]=[CH:12][C:11]=2[CH3:16])=[CH:8][C:7]([N:17]2[CH2:22][CH2:21][O:20][CH2:19][CH2:18]2)=[N:6][CH:5]=1. (4) Given the reactants [F:1][C:2]([F:35])([F:34])[C:3]1[CH:4]=[C:5]([C@H:13]([O:15][C@H:16]2[CH2:24][N:23]3[C@@H:18]([CH2:19][CH:20]([OH:26])[CH2:21][C:22]3=[O:25])[C@@H:17]2[C:27]2[CH:32]=[CH:31][C:30]([F:33])=[CH:29][CH:28]=2)[CH3:14])[CH:6]=[C:7]([C:9]([F:12])([F:11])[F:10])[CH:8]=1, predict the reaction product. The product is: [F:35][C:2]([F:1])([F:34])[C:3]1[CH:4]=[C:5]([C@H:13]([O:15][C@H:16]2[CH2:24][N:23]3[C@@H:18]([CH2:19][C:20](=[O:26])[CH2:21][C:22]3=[O:25])[C@@H:17]2[C:27]2[CH:28]=[CH:29][C:30]([F:33])=[CH:31][CH:32]=2)[CH3:14])[CH:6]=[C:7]([C:9]([F:10])([F:11])[F:12])[CH:8]=1. (5) Given the reactants [CH2:1]([C:3]1[CH:8]=[CH:7][C:6]([S:9]([CH3:12])(=[O:11])=[O:10])=[CH:5][C:4]=1[N+:13]([O-])=O)[CH3:2].CC(=O)OCC, predict the reaction product. The product is: [CH2:1]([C:3]1[CH:8]=[CH:7][C:6]([S:9]([CH3:12])(=[O:10])=[O:11])=[CH:5][C:4]=1[NH2:13])[CH3:2]. (6) Given the reactants [F:1][C:2]1[CH:21]=[C:20]([N+:22]([O-])=O)[CH:19]=[CH:18][C:3]=1[C:4]([NH:6][CH2:7][C:8]([O:10]CC1C=CC=CC=1)=[O:9])=[O:5], predict the reaction product. The product is: [NH2:22][C:20]1[CH:19]=[CH:18][C:3]([C:4]([NH:6][CH2:7][C:8]([OH:10])=[O:9])=[O:5])=[C:2]([F:1])[CH:21]=1. (7) Given the reactants [C:1]([O:5][C@@H:6]([C:11]1[C:40]([CH3:41])=[C:39](Br)[C:38]2=[N:43][C:35]3=[C:36](Br)[N:37]2[C:12]=1[N:13]1[CH2:49][CH2:48][C:16]([CH3:50])([O:17][CH2:18][CH2:19][CH2:20][CH2:21][C@H:22]([CH3:47])[O:23][C:24]2[CH:25]=[CH:26][C:27]([F:46])=[CH:28][C:29]=2[C:30]2[CH:45]=[C:34]3[CH:33]=[CH:32][CH:31]=2)[CH2:15][CH2:14]1)[C:7]([O:9][CH3:10])=[O:8])([CH3:4])([CH3:3])[CH3:2].[C:51]([Zn]C#N)#[N:52], predict the reaction product. The product is: [C:1]([O:5][C@@H:6]([C:11]1[C:40]([CH3:41])=[C:39]([C:51]#[N:52])[C:38]2=[N:43][C:35]3=[CH:36][N:37]2[C:12]=1[N:13]1[CH2:49][CH2:48][C:16]([CH3:50])([O:17][CH2:18][CH2:19][CH2:20][CH2:21][C@H:22]([CH3:47])[O:23][C:24]2[CH:25]=[CH:26][C:27]([F:46])=[CH:28][C:29]=2[C:30]2[CH:45]=[C:34]3[CH:33]=[CH:32][CH:31]=2)[CH2:15][CH2:14]1)[C:7]([O:9][CH3:10])=[O:8])([CH3:4])([CH3:3])[CH3:2]. (8) Given the reactants Cl[C:2]1[CH:7]=[C:6]([O:8][C:9]2[C:10]([CH3:16])=[N:11][C:12]([CH3:15])=[CH:13][CH:14]=2)[CH:5]=[CH:4][N:3]=1.[NH2:17][C:18]1[CH:19]=[C:20]([S:24]([NH2:27])(=[O:26])=[O:25])[CH:21]=[CH:22][CH:23]=1.CC1(C)C2C(=C(P(C3C=CC=CC=3)C3C=CC=CC=3)C=CC=2)OC2C(P(C3C=CC=CC=3)C3C=CC=CC=3)=CC=CC1=2.C([O-])([O-])=O.[Cs+].[Cs+], predict the reaction product. The product is: [CH3:16][C:10]1[C:9]([O:8][C:6]2[CH:5]=[CH:4][N:3]=[C:2]([NH:17][C:18]3[CH:19]=[C:20]([S:24]([NH2:27])(=[O:25])=[O:26])[CH:21]=[CH:22][CH:23]=3)[CH:7]=2)=[CH:14][CH:13]=[C:12]([CH3:15])[N:11]=1.